This data is from Human liver microsome stability data. The task is: Regression/Classification. Given a drug SMILES string, predict its absorption, distribution, metabolism, or excretion properties. Task type varies by dataset: regression for continuous measurements (e.g., permeability, clearance, half-life) or binary classification for categorical outcomes (e.g., BBB penetration, CYP inhibition). Dataset: hlm. (1) The molecule is C=C(C)[C@@H]1CC[C@]2(NCCNC3CCN(S(C)(=O)=O)C3)CC[C@]3(C)[C@H](CC[C@@H]4[C@@]5(C)CC=C(c6ccc(C(=O)O)cc6)C(C)(C)[C@@H]5CC[C@]43C)[C@@H]12. The result is 0 (unstable in human liver microsomes). (2) The drug is Clc1ccc2c(NCCCNCc3ccc(-c4ccccc4)s3)ccnc2c1. The result is 0 (unstable in human liver microsomes). (3) The molecule is CC(C)(C)c1ccc(-n2nnnc2SCC(=O)Nc2ccc(-c3ccc(OCC(=O)O)cc3)cc2Cl)c(Cl)c1. The result is 1 (stable in human liver microsomes).